From a dataset of Forward reaction prediction with 1.9M reactions from USPTO patents (1976-2016). Predict the product of the given reaction. (1) Given the reactants [NH2:1][C:2]1[CH:6]=[CH:5][S:4][C:3]=1[C:7]([O:9]C)=O.[N:11]1[CH:16]=[CH:15][CH:14]=[CH:13][C:12]=1[C:17]#[N:18].CC(C)([O-])C.[K+], predict the reaction product. The product is: [N:11]1[CH:16]=[CH:15][CH:14]=[CH:13][C:12]=1[C:17]1[N:18]=[C:7]([OH:9])[C:3]2[S:4][CH:5]=[CH:6][C:2]=2[N:1]=1. (2) Given the reactants C(OC([N:8]1[CH2:13][CH2:12][N:11]([C:14]2[C:23]([O:24][CH3:25])=[C:22]3[C:17]([C:18](=[O:56])[C:19]([C:29]([O:31][CH2:32][C:33](=[O:55])[NH:34][C:35]4[CH:40]=[CH:39][C:38]([CH2:41][CH:42]([P:49]([O:53]C)([O:51]C)=[O:50])[P:43]([O:47]C)([O:45]C)=[O:44])=[CH:37][CH:36]=4)=[O:30])=[CH:20][N:21]3[CH:26]3[CH2:28][CH2:27]3)=[CH:16][C:15]=2[F:57])[CH2:10][CH:9]1[CH3:58])=O)(C)(C)C.C1(N2C3C(=CC(F)=C(N4C[C@H]5[C@H](NCCC5)C4)C=3OC)C(=O)C(C(OCC(=O)NC(P(O)(O)=O)P(O)(O)=O)=O)=C2)CC1, predict the reaction product. The product is: [CH3:58][CH:9]1[NH:8][CH2:13][CH2:12][N:11]([C:14]2[C:23]([O:24][CH3:25])=[C:22]3[C:17]([C:18](=[O:56])[C:19]([C:29]([O:31][CH2:32][C:33](=[O:55])[NH:34][C:35]4[CH:36]=[CH:37][C:38]([CH2:41][CH:42]([P:49]([OH:51])([OH:53])=[O:50])[P:43]([OH:45])([OH:47])=[O:44])=[CH:39][CH:40]=4)=[O:30])=[CH:20][N:21]3[CH:26]3[CH2:28][CH2:27]3)=[CH:16][C:15]=2[F:57])[CH2:10]1. (3) Given the reactants C([O:3][C:4]([C:6]1[O:7][C:8]([CH2:11][N:12]2[CH2:16][C:15]([CH3:18])([CH3:17])[CH:14]([O:19][C:20]3[CH:25]=[CH:24][C:23]([C:26]#[N:27])=[C:22]([C:28]([F:31])([F:30])[F:29])[CH:21]=3)[C:13]2=[O:32])=[CH:9][CH:10]=1)=[O:5])C.[OH-].[Na+].Cl, predict the reaction product. The product is: [C:26]([C:23]1[CH:24]=[CH:25][C:20]([O:19][CH:14]2[C:15]([CH3:18])([CH3:17])[CH2:16][N:12]([CH2:11][C:8]3[O:7][C:6]([C:4]([OH:5])=[O:3])=[CH:10][CH:9]=3)[C:13]2=[O:32])=[CH:21][C:22]=1[C:28]([F:31])([F:30])[F:29])#[N:27]. (4) Given the reactants Br[C:2]1[CH:7]=[CH:6][C:5]([C:8]([F:11])([F:10])[F:9])=[CH:4][C:3]=1[S:12]([NH:15][CH3:16])(=[O:14])=[O:13].[F:17][C:18]1[CH:23]=[C:22](B2OC(C)(C)C(C)(C)O2)[CH:21]=[CH:20][C:19]=1[C:33]1[CH:34]=[N:35][C:36]([NH2:39])=[N:37][CH:38]=1, predict the reaction product. The product is: [NH2:39][C:36]1[N:37]=[CH:38][C:33]([C:19]2[CH:20]=[CH:21][C:22]([C:2]3[C:3]([S:12]([NH:15][CH3:16])(=[O:14])=[O:13])=[CH:4][C:5]([C:8]([F:11])([F:10])[F:9])=[CH:6][CH:7]=3)=[CH:23][C:18]=2[F:17])=[CH:34][N:35]=1. (5) Given the reactants [F:1][C:2]([F:18])([F:17])[C:3]1[CH:4]=[CH:5]C(C2C=C(C=CC=2)CN)=N[CH:8]=1.[F:19][C:20]1[CH:21]=[C:22]([S:26]([N:29]([CH2:33][C:34]([OH:36])=O)[CH:30]([CH3:32])[CH3:31])(=[O:28])=[O:27])[CH:23]=[CH:24][CH:25]=1.CN(C(O[N:45]1N=N[C:47]2C=CC=N[C:46]1=2)=[N+](C)C)C.F[P-](F)(F)(F)(F)F.C([N:64]([CH2:68][CH3:69])[CH:65]([CH3:67])[CH3:66])(C)C.OS([O-])(=O)=O.[K+].[CH2:76](Cl)Cl, predict the reaction product. The product is: [F:19][C:20]1[CH:21]=[C:22]([S:26]([N:29]([CH:30]([CH3:31])[CH3:32])[CH2:33][C:34]([NH:45][CH2:46][C:47]2[CH:69]=[CH:68][N:64]=[C:65]([C:66]3[CH:76]=[CH:8][C:3]([C:2]([F:1])([F:17])[F:18])=[CH:4][CH:5]=3)[CH:67]=2)=[O:36])(=[O:27])=[O:28])[CH:23]=[CH:24][CH:25]=1. (6) Given the reactants [C:1](/[C:3](=[C:9]1\[CH2:10][C:11]([CH3:15])([CH3:14])[CH2:12][CH2:13]\1)/C(OCC)=O)#[N:2].[C-:16]#[N:17].[Na+], predict the reaction product. The product is: [C:1]([CH2:3][C:9]1([C:16]#[N:17])[CH2:13][CH2:12][C:11]([CH3:14])([CH3:15])[CH2:10]1)#[N:2]. (7) The product is: [Cl:22]([O-:26])(=[O:25])(=[O:24])=[O:23].[OH:13][C:12]1[O+:14]=[C:15]([CH3:16])[C:6]2[C:5]([CH:11]=1)=[CH:4][C:3]([O:2][CH3:1])=[C:8]([O:9][CH3:10])[CH:7]=2. Given the reactants [CH3:1][O:2][C:3]1[CH:4]=[C:5]([CH2:11][C:12]([OH:14])=[O:13])[CH:6]=[CH:7][C:8]=1[O:9][CH3:10].[C:15](OC(=O)C)(=O)[CH3:16].[Cl:22]([OH:26])(=[O:25])(=[O:24])=[O:23], predict the reaction product. (8) Given the reactants [C:1]([N:8]1[CH2:13][CH2:12][C:11]([C:16]2[CH:21]=[CH:20][C:19]([F:22])=[CH:18][CH:17]=2)([CH2:14][NH2:15])[CH2:10][CH2:9]1)([O:3][C:4]([CH3:7])([CH3:6])[CH3:5])=[O:2].C(N(CC)CC)C.[C:30]([C:32]1[CH:33]=[C:34]([CH2:42]I)[C:35]2[C:40]([CH:41]=1)=[CH:39][CH:38]=[CH:37][CH:36]=2)#[N:31], predict the reaction product. The product is: [C:1]([N:8]1[CH2:9][CH2:10][C:11]([C:16]2[CH:17]=[CH:18][C:19]([F:22])=[CH:20][CH:21]=2)([CH2:14][NH:15][CH2:42][C:34]2[C:35]3[C:40](=[CH:39][CH:38]=[CH:37][CH:36]=3)[CH:41]=[C:32]([C:30]#[N:31])[CH:33]=2)[CH2:12][CH2:13]1)([O:3][C:4]([CH3:6])([CH3:7])[CH3:5])=[O:2].